Dataset: Reaction yield outcomes from USPTO patents with 853,638 reactions. Task: Predict the reaction yield, written as a fraction of the theoretical maximum amount of product (1.0 means a 100% yield; for example, 0.34 means a 34% yield). (1) The reactants are Cl[C:2]1[CH:7]=[CH:6][N:5]2[N:8]=[CH:9][CH:10]=[C:4]2[N:3]=1.[F:11][C:12]1[CH:17]=[CH:16][C:15]([F:18])=[CH:14][C:13]=1[C@H:19]1[CH2:23][CH2:22][CH2:21][NH:20]1.C(O)CCC.CCN(C(C)C)C(C)C. The catalyst is CCOC(C)=O. The product is [F:11][C:12]1[CH:17]=[CH:16][C:15]([F:18])=[CH:14][C:13]=1[C@H:19]1[CH2:23][CH2:22][CH2:21][N:20]1[C:2]1[CH:7]=[CH:6][N:5]2[N:8]=[CH:9][CH:10]=[C:4]2[N:3]=1. The yield is 0.680. (2) The reactants are [Cl-].[Al+3].[Cl-].[Cl-].[Cl:5][C:6]1[CH:14]=[CH:13][C:12]([N+:15]([O-:17])=[O:16])=[CH:11][C:7]=1[C:8](Cl)=[O:9].[NH:18]1[CH:22]=[CH:21][CH:20]=[CH:19]1. The catalyst is C(Cl)Cl.C(OCC)(=O)C. The product is [Cl:5][C:6]1[CH:14]=[CH:13][C:12]([N+:15]([O-:17])=[O:16])=[CH:11][C:7]=1[C:8]([C:19]1[NH:18][CH:22]=[CH:21][CH:20]=1)=[O:9]. The yield is 0.300.